This data is from Catalyst prediction with 721,799 reactions and 888 catalyst types from USPTO. The task is: Predict which catalyst facilitates the given reaction. Product: [Cl:3][C:4]1[CH:5]=[C:6]([C:14]2[O:18][N:17]=[C:16]([C:19]3[C:20]([O:33][CH3:34])=[C:21]([CH2:26][CH2:27][C:28]([OH:30])=[O:29])[CH:22]=[C:23]([F:25])[CH:24]=3)[N:15]=2)[CH:7]=[N:8][C:9]=1[O:10][CH:11]([CH3:13])[CH3:12]. The catalyst class is: 30. Reactant: [OH-].[Na+].[Cl:3][C:4]1[CH:5]=[C:6]([C:14]2[O:18][N:17]=[C:16]([C:19]3[C:20]([O:33][CH3:34])=[C:21]([CH2:26][CH2:27][C:28]([O:30]CC)=[O:29])[CH:22]=[C:23]([F:25])[CH:24]=3)[N:15]=2)[CH:7]=[N:8][C:9]=1[O:10][CH:11]([CH3:13])[CH3:12].Cl.